This data is from Peptide-MHC class I binding affinity with 185,985 pairs from IEDB/IMGT. The task is: Regression. Given a peptide amino acid sequence and an MHC pseudo amino acid sequence, predict their binding affinity value. This is MHC class I binding data. (1) The peptide sequence is SGPSNTYPEI. The MHC is HLA-B42:01 with pseudo-sequence HLA-B42:01. The binding affinity (normalized) is 0.296. (2) The MHC is HLA-A02:11 with pseudo-sequence HLA-A02:11. The peptide sequence is GLGQYIYET. The binding affinity (normalized) is 0.677. (3) The peptide sequence is RPMTYKAAL. The MHC is HLA-A68:01 with pseudo-sequence HLA-A68:01. The binding affinity (normalized) is 0. (4) The MHC is HLA-A02:01 with pseudo-sequence HLA-A02:01. The peptide sequence is FISPASISSV. The binding affinity (normalized) is 0.972. (5) The peptide sequence is MQLQLNCAY. The MHC is HLA-A69:01 with pseudo-sequence HLA-A69:01. The binding affinity (normalized) is 0.335.